Dataset: Reaction yield outcomes from USPTO patents with 853,638 reactions. Task: Predict the reaction yield, written as a fraction of the theoretical maximum amount of product (1.0 means a 100% yield; for example, 0.34 means a 34% yield). (1) The reactants are COC1C=CC([C:9]2(C)[CH:14]=[CH:13][C:12]([N:15]3[CH:19]=[CH:18][C:17]([CH2:20][CH:21]([C:24]4[CH:25]=[C:26]([CH3:30])[CH:27]=[CH:28][CH:29]=4)[C:22]#[N:23])=[N:16]3)=[CH:11][CH2:10]2)=CC=1.[N-:32]=[N+:33]=[N-:34].[Na+].[Cl-].[NH4+].CN([CH:41]=[O:42])C. The catalyst is O. The product is [CH3:41][O:42][C:9]1[CH:10]=[CH:11][C:12]([N:15]2[C:19]([C:27]3[CH:26]=[CH:25][C:24]([CH3:21])=[CH:29][CH:28]=3)=[CH:18][C:17]([CH2:20][CH:21]([C:22]3[NH:23][N:34]=[N:33][N:32]=3)[C:24]3[CH:25]=[C:26]([CH3:30])[CH:27]=[CH:28][CH:29]=3)=[N:16]2)=[CH:13][CH:14]=1. The yield is 0.200. (2) The reactants are Br[C:2]1[CH:11]=[C:10]2[C:5]([CH:6]=[CH:7][CH:8]=[N:9]2)=[C:4]([O:12][C@@H:13]([C@H:15]2[CH2:19][NH:18][C:17](=[O:20])[CH2:16]2)[CH3:14])[CH:3]=1.C(=O)([O-])[O-].[Na+].[Na+]. The catalyst is [Pd].C1(P(C2C=CC=CC=2)C2C=CC=CC=2)C=CC=CC=1.C1(P(C2C=CC=CC=2)C2C=CC=CC=2)C=CC=CC=1.C1(P(C2C=CC=CC=2)C2C=CC=CC=2)C=CC=CC=1.C1(P(C2C=CC=CC=2)C2C=CC=CC=2)C=CC=CC=1.O1CCOCC1. The product is [N:9]1[C:10]2[C:5](=[CH:4][C:3]([C:2]3[CH:11]=[C:10]4[C:5]([CH:6]=[CH:7][CH:8]=[N:9]4)=[C:4]([O:12][C@@H:13]([C@H:15]4[CH2:19][NH:18][C:17](=[O:20])[CH2:16]4)[CH3:14])[CH:3]=3)=[CH:2][CH:11]=2)[CH:6]=[CH:7][CH:8]=1. The yield is 0.750. (3) The reactants are [Cl-].O[NH3+:3].[C:4](=[O:7])([O-])[OH:5].[Na+].CS(C)=O.[OH:13][C:14]([CH3:54])([CH3:53])[CH2:15][N:16]1[C:24]2[CH2:23][CH2:22][CH:21]([N:25]3[C:30](=[O:31])[C:29]([CH2:32][C:33]4[CH:38]=[CH:37][C:36]([C:39]5[C:40]([C:45]#[N:46])=[CH:41][CH:42]=[CH:43][CH:44]=5)=[CH:35][CH:34]=4)=[C:28]([CH2:47][CH2:48][CH3:49])[N:27]4[N:50]=[CH:51][N:52]=[C:26]34)[CH2:20][C:19]=2[CH:18]=[N:17]1. The catalyst is O.C(OCC)(=O)C. The product is [OH:13][C:14]([CH3:53])([CH3:54])[CH2:15][N:16]1[C:24]2[CH2:23][CH2:22][CH:21]([N:25]3[C:30](=[O:31])[C:29]([CH2:32][C:33]4[CH:38]=[CH:37][C:36]([C:39]5[CH:44]=[CH:43][CH:42]=[CH:41][C:40]=5[C:45]5[NH:3][C:4](=[O:7])[O:5][N:46]=5)=[CH:35][CH:34]=4)=[C:28]([CH2:47][CH2:48][CH3:49])[N:27]4[N:50]=[CH:51][N:52]=[C:26]34)[CH2:20][C:19]=2[CH:18]=[N:17]1. The yield is 0.290.